Dataset: Full USPTO retrosynthesis dataset with 1.9M reactions from patents (1976-2016). Task: Predict the reactants needed to synthesize the given product. (1) Given the product [CH2:1]([O:3][C:4]([C:6]1[C:10]([C:11]2[CH:12]=[CH:13][C:14]([O:17][CH2:18][C:19]3([OH:23])[CH2:20][CH:26]=[CH:25][CH2:24]3)=[CH:15][CH:16]=2)=[C:9]([Cl:27])[S:8][C:7]=1[NH:28][C:29](=[O:33])[CH2:30][C:31]#[N:32])=[O:5])[CH3:2], predict the reactants needed to synthesize it. The reactants are: [CH2:1]([O:3][C:4]([C:6]1[C:10]([C:11]2[CH:16]=[CH:15][C:14]([O:17][CH2:18][C:19]([CH2:24][CH:25]=[CH2:26])([OH:23])[CH2:20]C=C)=[CH:13][CH:12]=2)=[C:9]([Cl:27])[S:8][C:7]=1[NH:28][C:29](=[O:33])[CH2:30][C:31]#[N:32])=[O:5])[CH3:2]. (2) Given the product [CH2:23]([C:4]([CH2:3][C:2]([F:18])([F:1])[C:9]([F:16])([F:17])[C:10]([F:14])([F:15])[CH:11]([F:13])[F:12])([C:7]#[N:8])[C:5]#[N:6])[CH2:22][CH:21]=[CH2:20], predict the reactants needed to synthesize it. The reactants are: [F:1][C:2]([F:18])([C:9]([F:17])([F:16])[C:10]([F:15])([F:14])[CH:11]([F:13])[F:12])[CH2:3][CH:4]([C:7]#[N:8])[C:5]#[N:6].Br[CH2:20][CH2:21][CH:22]=[CH2:23].C(=O)([O-])[O-].[K+].[K+].Cl. (3) Given the product [F:18][C:15]([C:13]1[N:12]=[C:11]([NH:19][CH:20]([CH:30]2[CH2:32][CH2:31]2)[CH2:21][CH2:22][CH2:23][C:24]2[CH:29]=[CH:28][CH:27]=[CH:26][CH:25]=2)[N:10]=[C:9]([NH:8][CH:7]=[N:5][OH:3])[N:14]=1)([CH3:17])[CH3:16], predict the reactants needed to synthesize it. The reactants are: Cl.N[OH:3].C[N:5]([CH:7]=[N:8][C:9]1[N:14]=[C:13]([C:15]([F:18])([CH3:17])[CH3:16])[N:12]=[C:11]([NH:19][CH:20]([CH:30]2[CH2:32][CH2:31]2)[CH2:21][CH2:22][CH2:23][C:24]2[CH:29]=[CH:28][CH:27]=[CH:26][CH:25]=2)[N:10]=1)C. (4) Given the product [CH2:12]([O:11][C:7]1[C:6]2[C:2]([NH:1][CH2:35][CH3:36])=[N:3][N:4]([C:19]3([CH2:32][C:33]#[N:34])[CH2:24][CH2:23][N:22]([C:25]([O:27][C:28]([CH3:29])([CH3:30])[CH3:31])=[O:26])[CH2:21][CH2:20]3)[C:5]=2[CH:10]=[CH:9][N:8]=1)[C:13]1[CH:14]=[CH:15][CH:16]=[CH:17][CH:18]=1, predict the reactants needed to synthesize it. The reactants are: [NH2:1][C:2]1[C:6]2[C:7]([O:11][CH2:12][C:13]3[CH:18]=[CH:17][CH:16]=[CH:15][CH:14]=3)=[N:8][CH:9]=[CH:10][C:5]=2[N:4]([C:19]2([CH2:32][C:33]#[N:34])[CH2:24][CH2:23][N:22]([C:25]([O:27][C:28]([CH3:31])([CH3:30])[CH3:29])=[O:26])[CH2:21][CH2:20]2)[N:3]=1.[CH:35](=O)[CH3:36].C(O)(=O)C.C(O[BH-](OC(=O)C)OC(=O)C)(=O)C.[Na+]. (5) Given the product [CH3:1][C:2]1[C:3]([CH2:8][NH:32][CH:30]([C:25]2[CH:26]=[CH:27][CH:28]=[CH:29][N:24]=2)[CH3:31])=[N:4][CH:5]=[CH:6][CH:7]=1, predict the reactants needed to synthesize it. The reactants are: [CH3:1][C:2]1[C:3]([CH:8]=O)=[N:4][CH:5]=[CH:6][CH:7]=1.[BH-](OC(C)=O)(OC(C)=O)OC(C)=O.[Na+].[N:24]1[CH:29]=[CH:28][CH:27]=[CH:26][C:25]=1[CH:30]([NH2:32])[CH3:31]. (6) Given the product [CH3:24][O:25][C:26](=[O:45])[C:27]1[CH:28]=[C:29]([O:35][CH2:36][CH2:37][C:38]2[CH:43]=[CH:42][CH:41]=[C:40]([Cl:44])[CH:39]=2)[C:30]([O:33][CH3:34])=[CH:31][C:32]=1[Cl:14], predict the reactants needed to synthesize it. The reactants are: OC1C=C(C=CC=1OC)C(OC)=O.[Cl:14]C1C=C(CCO)C=CC=1.[CH3:24][O:25][C:26](=[O:45])[C:27]1[CH:32]=[CH:31][C:30]([O:33][CH3:34])=[C:29]([O:35][CH2:36][CH2:37][C:38]2[CH:43]=[CH:42][CH:41]=[C:40]([Cl:44])[CH:39]=2)[CH:28]=1.ClN1C(=O)CCC1=O. (7) Given the product [CH3:1][O:2][C:3]([C:5]1([CH2:8][N:9]([C:18]2[C:19]([N+:23]([O-:25])=[O:24])=[CH:20][N:21]=[C:16]([Cl:15])[N:17]=2)[CH:10]2[CH2:14][CH2:13][CH2:12][CH2:11]2)[CH2:7][CH2:6]1)=[O:4], predict the reactants needed to synthesize it. The reactants are: [CH3:1][O:2][C:3]([C:5]1([CH2:8][NH:9][CH:10]2[CH2:14][CH2:13][CH2:12][CH2:11]2)[CH2:7][CH2:6]1)=[O:4].[Cl:15][C:16]1[N:21]=[C:20](Cl)[C:19]([N+:23]([O-:25])=[O:24])=[CH:18][N:17]=1.O.C(=O)(O)[O-].[K+]. (8) Given the product [CH3:8][O:9][C:10](=[O:27])[C:11]1[C:12](=[C:17]([NH:21][CH2:6][C:2]2[S:1][CH:5]=[CH:4][CH:3]=2)[CH:18]=[CH:19][CH:20]=1)[C:13]([O:15][CH3:16])=[O:14], predict the reactants needed to synthesize it. The reactants are: [S:1]1[CH:5]=[CH:4][CH:3]=[C:2]1[CH:6]=O.[CH3:8][O:9][C:10](=[O:27])[C:11]1[C:12](=[C:17]([NH:21]CCCCC)[CH:18]=[CH:19][CH:20]=1)[C:13]([O:15][CH3:16])=[O:14].